This data is from Forward reaction prediction with 1.9M reactions from USPTO patents (1976-2016). The task is: Predict the product of the given reaction. (1) Given the reactants C([O:3][C:4](=[O:48])[CH2:5][CH2:6][CH2:7][O:8][C:9]1[CH:14]=[CH:13][CH:12]=[C:11]([CH2:15][CH2:16][CH2:17][CH2:18][CH2:19][CH2:20][O:21][C:22]2[CH:27]=[C:26]([S:28]([CH3:31])(=[O:30])=[O:29])[CH:25]=[C:24]([C:32]3[CH:33]=[CH:34][C:35]4[S:39][CH:38]=[N:37][C:36]=4[CH:40]=3)[CH:23]=2)[C:10]=1[CH2:41][CH2:42][C:43]([O:45]CC)=[O:44])C.[OH-].[Na+], predict the reaction product. The product is: [S:39]1[C:35]2[CH:34]=[CH:33][C:32]([C:24]3[CH:23]=[C:22]([CH:27]=[C:26]([S:28]([CH3:31])(=[O:29])=[O:30])[CH:25]=3)[O:21][CH2:20][CH2:19][CH2:18][CH2:17][CH2:16][CH2:15][C:11]3[C:10]([CH2:41][CH2:42][C:43]([OH:45])=[O:44])=[C:9]([CH:14]=[CH:13][CH:12]=3)[O:8][CH2:7][CH2:6][CH2:5][C:4]([OH:48])=[O:3])=[CH:40][C:36]=2[N:37]=[CH:38]1. (2) Given the reactants [F:1][C:2]([F:7])([F:6])[C:3]([OH:5])=[O:4].[CH3:8][O:9][C:10]1[CH:11]=[C:12]2[C:16](=[CH:17][C:18]=1[O:19][CH3:20])[N:15]([CH2:21][CH2:22][N:23]([CH2:25][CH2:26][O:27][CH3:28])[CH3:24])[CH:14]=[C:13]2[C:29]1[N:37](S(C2C=CC(C)=CC=2)(=O)=O)[C:32]2=[N:33][CH:34]=[CH:35][CH:36]=[C:31]2[CH:30]=1, predict the reaction product. The product is: [F:1][C:2]([F:7])([F:6])[C:3]([OH:5])=[O:4].[CH3:8][O:9][C:10]1[CH:11]=[C:12]2[C:16](=[CH:17][C:18]=1[O:19][CH3:20])[N:15]([CH2:21][CH2:22][N:23]([CH2:25][CH2:26][O:27][CH3:28])[CH3:24])[CH:14]=[C:13]2[C:29]1[NH:37][C:32]2=[N:33][CH:34]=[CH:35][CH:36]=[C:31]2[CH:30]=1. (3) Given the reactants CC[N:3](C(C)C)C(C)C.[NH:10]1[C:18]2[C:13](=[CH:14][CH:15]=[CH:16][CH:17]=2)[C:12]([C:19]([OH:21])=O)=[N:11]1.CN(C(ON1N=NC2C=CC=CC1=2)=[N+](C)C)C.F[P-](F)(F)(F)(F)F.[C:46]12(N)[CH2:55][CH:50]3[CH2:51][CH:52]([CH2:54][CH:48]([CH2:49]3)[CH2:47]1)[CH2:53]2, predict the reaction product. The product is: [C:46]12([N:10]3[C:18]4[C:13](=[CH:14][CH:15]=[CH:16][CH:17]=4)[C:12]([C:19]([NH2:3])=[O:21])=[N:11]3)[CH2:55][CH:50]3[CH2:49][CH:48]([CH2:54][CH:52]([CH2:51]3)[CH2:53]1)[CH2:47]2. (4) The product is: [NH2:36][C@@H:34]([CH2:35][C:14]1[CH:19]=[CH:18][C:17]([C:2]2[CH:7]=[C:6]([O:8][CH:9]([C:14]3[CH:19]=[CH:18][C:17]([C:20]4[CH:25]=[CH:24][CH:23]=[C:22]([F:26])[CH:21]=4)=[CH:16][CH:15]=3)[C:10]([F:13])([F:12])[F:11])[N:5]=[C:4]([NH2:27])[N:3]=2)=[CH:16][CH:15]=1)[C:28]([OH:31])=[O:29]. Given the reactants Cl[C:2]1[CH:7]=[C:6]([O:8][CH:9]([C:14]2[CH:19]=[CH:18][C:17]([C:20]3[CH:25]=[CH:24][CH:23]=[C:22]([F:26])[CH:21]=3)=[CH:16][CH:15]=2)[C:10]([F:13])([F:12])[F:11])[N:5]=[C:4]([NH2:27])[N:3]=1.[C:28]([O-:31])([O-])=[O:29].[Na+].[Na+].[C:34](#[N:36])[CH3:35], predict the reaction product. (5) Given the reactants [Cl:1][C:2]1[C:3]([C:27]2[S:31][C:30]([C:32]3([NH:36]CC4C=CC(OC)=CC=4)[CH2:35][CH2:34][CH2:33]3)=[N:29][CH:28]=2)=[C:4]2[CH:10]=[C:9]([C:11]3[CH:12]=[N:13][N:14]([CH3:16])[CH:15]=3)[N:8]([S:17]([C:20]3[CH:26]=[CH:25][C:23]([CH3:24])=[CH:22][CH:21]=3)(=[O:19])=[O:18])[C:5]2=[N:6][CH:7]=1.ClC1C(=O)C(C#N)=C(C#N)C(=O)C=1Cl, predict the reaction product. The product is: [Cl:1][C:2]1[C:3]([C:27]2[S:31][C:30]([C:32]3([NH2:36])[CH2:33][CH2:34][CH2:35]3)=[N:29][CH:28]=2)=[C:4]2[CH:10]=[C:9]([C:11]3[CH:12]=[N:13][N:14]([CH3:16])[CH:15]=3)[N:8]([S:17]([C:20]3[CH:26]=[CH:25][C:23]([CH3:24])=[CH:22][CH:21]=3)(=[O:19])=[O:18])[C:5]2=[N:6][CH:7]=1. (6) Given the reactants [CH:1]1([C@@H:7]([NH:9][C:10]([C:12]2[C:21]3[C:16](=[CH:17][CH:18]=[CH:19][CH:20]=3)[N:15]=[C:14]([C:22]3[S:23][CH:24]=[CH:25][CH:26]=3)[C:13]=2[CH2:27][N:28]2[CH2:33][CH2:32][N:31]([C:34](Cl)=[O:35])[CH2:30][CH2:29]2)=[O:11])[CH3:8])[CH2:6][CH2:5][CH2:4][CH2:3][CH2:2]1.[NH:37]1[CH2:41][CH2:40][CH2:39][C@@H:38]1[CH2:42][OH:43].C(N(CC)CC)C, predict the reaction product. The product is: [CH:1]1([C@@H:7]([NH:9][C:10]([C:12]2[C:21]3[C:16](=[CH:17][CH:18]=[CH:19][CH:20]=3)[N:15]=[C:14]([C:22]3[S:23][CH:24]=[CH:25][CH:26]=3)[C:13]=2[CH2:27][N:28]2[CH2:33][CH2:32][N:31]([C:34]([N:37]3[CH2:41][CH2:40][CH2:39][C@@H:38]3[CH2:42][OH:43])=[O:35])[CH2:30][CH2:29]2)=[O:11])[CH3:8])[CH2:6][CH2:5][CH2:4][CH2:3][CH2:2]1. (7) Given the reactants [C:1]([O:6][CH2:7][CH:8]1[O:10][CH2:9]1)(=[O:5])[C:2]([CH3:4])=[CH2:3].[C:11]([O:16][CH:17]([O:19][CH2:20][CH3:21])[CH3:18])(=[O:15])[C:12]([CH3:14])=[CH2:13].[C:22]([O:27][CH2:28][CH2:29][OH:30])(=[O:26])[C:23]([CH3:25])=[CH2:24].[C:31]([O:36][CH2:37][C:38]1[CH:43]=[CH:42][CH:41]=[CH:40][CH:39]=1)(=[O:35])[C:32]([CH3:34])=[CH2:33].N(C(C)(CC)C([O-])=O)=NC(C)(CC)C([O-])=O, predict the reaction product. The product is: [CH3:1][O:6][CH2:7][CH2:8][O:10][CH2:21][CH2:20][O:19][CH2:17][CH3:18].[C:1]([O:6][CH2:7][CH:8]1[O:10][CH2:9]1)(=[O:5])[C:2]([CH3:4])=[CH2:3].[C:11]([O:16][CH:17]([O:19][CH2:20][CH3:21])[CH3:18])(=[O:15])[C:12]([CH3:14])=[CH2:13].[C:22]([O:27][CH2:28][CH2:29][OH:30])(=[O:26])[C:23]([CH3:25])=[CH2:24].[C:31]([O:36][CH2:37][C:38]1[CH:39]=[CH:40][CH:41]=[CH:42][CH:43]=1)(=[O:35])[C:32]([CH3:34])=[CH2:33]. (8) Given the reactants [NH2:1][C:2]1[N:3]=[C:4]([NH:17][CH:18]2[CH2:23][CH2:22][NH:21][CH2:20][CH2:19]2)[S:5][C:6]=1[C:7]([C:9]1[C:14]([F:15])=[CH:13][CH:12]=[CH:11][C:10]=1[F:16])=[O:8].C(NC(C)C)(C)C.[I:31][C:32]1[CH:40]=[CH:39][C:35]([C:36](Cl)=[O:37])=[CH:34][CH:33]=1, predict the reaction product. The product is: [NH2:1][C:2]1[N:3]=[C:4]([NH:17][CH:18]2[CH2:23][CH2:22][N:21]([C:36](=[O:37])[C:35]3[CH:39]=[CH:40][C:32]([I:31])=[CH:33][CH:34]=3)[CH2:20][CH2:19]2)[S:5][C:6]=1[C:7]([C:9]1[C:14]([F:15])=[CH:13][CH:12]=[CH:11][C:10]=1[F:16])=[O:8]. (9) Given the reactants [CH3:1][N:2]1[C:10]2[CH:9]=[C:8]([N:11]3[CH:16]=[CH:15][C:14]([C:17]4[CH:18]=[N:19][C:20]([CH3:23])=[CH:21][CH:22]=4)=[CH:13][C:12]3=[O:24])[CH:7]=[CH:6][C:5]=2[C:4]2[CH2:25][N:26](C(OC(C)(C)C)=O)[CH2:27][CH2:28][C:3]1=2.C1(N)C(F)=C(F)C(F)=C(N)C=1F.[ClH:48].Cl, predict the reaction product. The product is: [ClH:48].[ClH:48].[CH3:1][N:2]1[C:10]2[CH:9]=[C:8]([N:11]3[CH:16]=[CH:15][C:14]([C:17]4[CH:18]=[N:19][C:20]([CH3:23])=[CH:21][CH:22]=4)=[CH:13][C:12]3=[O:24])[CH:7]=[CH:6][C:5]=2[C:4]2[CH2:25][NH:26][CH2:27][CH2:28][C:3]1=2. (10) Given the reactants [CH3:1][O:2][C:3]1[CH:10]=[CH:9][CH:8]=[CH:7][C:4]=1[C:5]#[N:6].Cl.[CH3:12][NH:13]O.C(=O)([O-])[O-].[Na+].[Na+].[OH2:21].C(O)C, predict the reaction product. The product is: [OH:21][N:13]([CH3:12])[C:5](=[NH:6])[C:4]1[CH:7]=[CH:8][CH:9]=[CH:10][C:3]=1[O:2][CH3:1].